This data is from CYP2D6 inhibition data for predicting drug metabolism from PubChem BioAssay. The task is: Regression/Classification. Given a drug SMILES string, predict its absorption, distribution, metabolism, or excretion properties. Task type varies by dataset: regression for continuous measurements (e.g., permeability, clearance, half-life) or binary classification for categorical outcomes (e.g., BBB penetration, CYP inhibition). Dataset: cyp2d6_veith. (1) The molecule is CCOC(=O)c1cnc(-c2ccccc2)nc1Oc1ccc(Cl)c(Cl)c1. The result is 0 (non-inhibitor). (2) The drug is COC(=O)[C@@]1(Cc2ccc(F)cc2)[C@H]2c3cc(C(=O)N(C)C)n(Cc4ccc(OC(F)(F)F)cc4)c3C[C@H]2CN1C(=O)c1ccccc1. The result is 0 (non-inhibitor). (3) The drug is COC(=O)C1=C(C)C(c2ccc(OC)cc2)NC(=S)N1. The result is 0 (non-inhibitor). (4) The molecule is COc1ccc(CCNC(=O)CCN2C(=O)C(C)Oc3ccc(C)cc32)cc1OC. The result is 0 (non-inhibitor). (5) The molecule is COc1ccc2[nH]cc(CCNc3nc(-c4ccoc4)nc4ccccc34)c2c1. The result is 1 (inhibitor). (6) The molecule is C(=NC12CN3CN(CN(C3)C1)C2)c1cccs1. The result is 0 (non-inhibitor). (7) The drug is COC(=O)Nc1nc2ccc(C(=O)c3ccccc3)cc2[nH]1. The result is 0 (non-inhibitor). (8) The molecule is COc1ccc(-c2csc3c2[N+]2=CCC=C2C3=O)cc1. The result is 1 (inhibitor). (9) The molecule is O=C(O)CCn1nnc(-c2cccs2)n1. The result is 0 (non-inhibitor).